Predict the reactants needed to synthesize the given product. From a dataset of Full USPTO retrosynthesis dataset with 1.9M reactions from patents (1976-2016). Given the product [CH2:11]([C:12]1[CH:13]=[C:14]([CH:17]=[CH:18][CH:19]=1)[C:15]#[N:16])[C:1]1[CH:6]=[CH:5][CH:4]=[CH:3][CH:2]=1, predict the reactants needed to synthesize it. The reactants are: [C:1]1(B(O)O)[CH:6]=[CH:5][CH:4]=[CH:3][CH:2]=1.Br[CH2:11][C:12]1[CH:13]=[C:14]([CH:17]=[CH:18][CH:19]=1)[C:15]#[N:16].C1(C)C=CC=CC=1P(C1C=CC=CC=1C)C1C=CC=CC=1C.C(=O)([O-])[O-].[Na+].[Na+].